This data is from Peptide-MHC class II binding affinity with 134,281 pairs from IEDB. The task is: Regression. Given a peptide amino acid sequence and an MHC pseudo amino acid sequence, predict their binding affinity value. This is MHC class II binding data. (1) The peptide sequence is AFILLGDNLFPKV. The MHC is DRB1_0401 with pseudo-sequence DRB1_0401. The binding affinity (normalized) is 0.814. (2) The MHC is HLA-DPA10201-DPB10101 with pseudo-sequence HLA-DPA10201-DPB10101. The peptide sequence is MWDPDVYLAFSGHRN. The binding affinity (normalized) is 0.174.